The task is: Regression. Given two drug SMILES strings and cell line genomic features, predict the synergy score measuring deviation from expected non-interaction effect.. This data is from NCI-60 drug combinations with 297,098 pairs across 59 cell lines. (1) Drug 1: C1CCN(CC1)CCOC2=CC=C(C=C2)C(=O)C3=C(SC4=C3C=CC(=C4)O)C5=CC=C(C=C5)O. Drug 2: C1=NC2=C(N=C(N=C2N1C3C(C(C(O3)CO)O)F)Cl)N. Cell line: RPMI-8226. Synergy scores: CSS=-3.77, Synergy_ZIP=8.20, Synergy_Bliss=10.6, Synergy_Loewe=-1.83, Synergy_HSA=-1.22. (2) Drug 1: CC1CCC2CC(C(=CC=CC=CC(CC(C(=O)C(C(C(=CC(C(=O)CC(OC(=O)C3CCCCN3C(=O)C(=O)C1(O2)O)C(C)CC4CCC(C(C4)OC)O)C)C)O)OC)C)C)C)OC. Drug 2: C1CCC(C(C1)N)N.C(=O)(C(=O)[O-])[O-].[Pt+4]. Cell line: UACC62. Synergy scores: CSS=42.4, Synergy_ZIP=-11.5, Synergy_Bliss=-1.64, Synergy_Loewe=2.24, Synergy_HSA=2.84. (3) Drug 1: CC12CCC3C(C1CCC2=O)CC(=C)C4=CC(=O)C=CC34C. Drug 2: C1CN1P(=S)(N2CC2)N3CC3. Cell line: MALME-3M. Synergy scores: CSS=55.2, Synergy_ZIP=-1.04, Synergy_Bliss=2.65, Synergy_Loewe=2.46, Synergy_HSA=2.54. (4) Drug 1: C1=NC2=C(N=C(N=C2N1C3C(C(C(O3)CO)O)O)F)N. Drug 2: CN1C2=C(C=C(C=C2)N(CCCl)CCCl)N=C1CCCC(=O)O.Cl. Cell line: NCI-H522. Synergy scores: CSS=8.75, Synergy_ZIP=-4.68, Synergy_Bliss=-1.62, Synergy_Loewe=-9.53, Synergy_HSA=-3.94. (5) Drug 1: C1CCN(CC1)CCOC2=CC=C(C=C2)C(=O)C3=C(SC4=C3C=CC(=C4)O)C5=CC=C(C=C5)O. Drug 2: C1=NC2=C(N1)C(=S)N=CN2. Cell line: UACC62. Synergy scores: CSS=-1.34, Synergy_ZIP=2.11, Synergy_Bliss=0.783, Synergy_Loewe=-4.36, Synergy_HSA=-3.93. (6) Drug 1: CC1C(C(=O)NC(C(=O)N2CCCC2C(=O)N(CC(=O)N(C(C(=O)O1)C(C)C)C)C)C(C)C)NC(=O)C3=C4C(=C(C=C3)C)OC5=C(C(=O)C(=C(C5=N4)C(=O)NC6C(OC(=O)C(N(C(=O)CN(C(=O)C7CCCN7C(=O)C(NC6=O)C(C)C)C)C)C(C)C)C)N)C. Drug 2: C(CC(=O)O)C(=O)CN.Cl. Synergy scores: CSS=10.1, Synergy_ZIP=-5.77, Synergy_Bliss=-1.29, Synergy_Loewe=-7.37, Synergy_HSA=-1.58. Cell line: HOP-62. (7) Drug 1: COC1=CC(=CC(=C1O)OC)C2C3C(COC3=O)C(C4=CC5=C(C=C24)OCO5)OC6C(C(C7C(O6)COC(O7)C8=CC=CS8)O)O. Drug 2: CC1=C2C(C(=O)C3(C(CC4C(C3C(C(C2(C)C)(CC1OC(=O)C(C(C5=CC=CC=C5)NC(=O)C6=CC=CC=C6)O)O)OC(=O)C7=CC=CC=C7)(CO4)OC(=O)C)O)C)OC(=O)C. Cell line: SN12C. Synergy scores: CSS=49.6, Synergy_ZIP=-12.3, Synergy_Bliss=-13.1, Synergy_Loewe=-12.2, Synergy_HSA=-8.13. (8) Drug 1: CN(CC1=CN=C2C(=N1)C(=NC(=N2)N)N)C3=CC=C(C=C3)C(=O)NC(CCC(=O)O)C(=O)O. Drug 2: CCC1(CC2CC(C3=C(CCN(C2)C1)C4=CC=CC=C4N3)(C5=C(C=C6C(=C5)C78CCN9C7C(C=CC9)(C(C(C8N6C=O)(C(=O)OC)O)OC(=O)C)CC)OC)C(=O)OC)O.OS(=O)(=O)O. Cell line: HS 578T. Synergy scores: CSS=52.6, Synergy_ZIP=-8.49, Synergy_Bliss=-6.08, Synergy_Loewe=-13.8, Synergy_HSA=-5.31. (9) Drug 1: C1CN(P(=O)(OC1)NCCCl)CCCl. Drug 2: CC1C(C(CC(O1)OC2CC(CC3=C2C(=C4C(=C3O)C(=O)C5=C(C4=O)C(=CC=C5)OC)O)(C(=O)CO)O)N)O.Cl. Cell line: SW-620. Synergy scores: CSS=37.3, Synergy_ZIP=-1.73, Synergy_Bliss=-1.96, Synergy_Loewe=-11.0, Synergy_HSA=0.669. (10) Drug 1: CC1=CC2C(CCC3(C2CCC3(C(=O)C)OC(=O)C)C)C4(C1=CC(=O)CC4)C. Drug 2: CCCS(=O)(=O)NC1=C(C(=C(C=C1)F)C(=O)C2=CNC3=C2C=C(C=N3)C4=CC=C(C=C4)Cl)F. Cell line: CCRF-CEM. Synergy scores: CSS=11.6, Synergy_ZIP=2.25, Synergy_Bliss=8.10, Synergy_Loewe=6.65, Synergy_HSA=5.70.